From a dataset of Catalyst prediction with 721,799 reactions and 888 catalyst types from USPTO. Predict which catalyst facilitates the given reaction. (1) Reactant: Br[CH2:2][CH:3]=[CH2:4].[OH:5][C:6]1[CH:15]=[C:14]2[C:9]([C:10]([CH3:17])=[CH:11][C:12](=[O:16])[O:13]2)=[CH:8][CH:7]=1.C(=O)([O-])[O-].[K+].[K+]. Product: [CH2:2]([O:5][C:6]1[CH:15]=[C:14]2[C:9]([C:10]([CH3:17])=[CH:11][C:12](=[O:16])[O:13]2)=[CH:8][CH:7]=1)[CH:3]=[CH2:4]. The catalyst class is: 21. (2) Reactant: [I:1][C:2]1[CH:10]=[CH:9][CH:8]=[C:7]([CH3:11])[C:3]=1[C:4]([OH:6])=[O:5].[C:12](Cl)(=O)C(Cl)=O.CO.C(N(CC)CC)C. Product: [CH3:12][O:5][C:4](=[O:6])[C:3]1[C:7]([CH3:11])=[CH:8][CH:9]=[CH:10][C:2]=1[I:1]. The catalyst class is: 120. (3) Reactant: [NH2:1][C:2]1[N:7]=[C:6]([O:8][CH3:9])[CH:5]=[C:4]([O:10][CH3:11])[N:3]=1.[CH2:12]([O:14][C:15]([N:17]=[C:18]=[S:19])=[O:16])[CH3:13]. The catalyst class is: 7. Product: [CH3:9][O:8][C:6]1[CH:5]=[C:4]([O:10][CH3:11])[N:3]=[C:2]([NH:1][C:18]([NH:17][C:15](=[O:16])[O:14][CH2:12][CH3:13])=[S:19])[N:7]=1. (4) Reactant: [C:1]([C:3]1[CH:4]=[C:5]([C:9]2[C:17]3[C:12](=[CH:13][CH:14]=[CH:15][CH:16]=3)[NH:11][C:10]=2[C:18]([O:20]CC)=O)[CH:6]=[CH:7][CH:8]=1)#[N:2].O.[NH2:24][NH2:25].O. Product: [C:1]([C:3]1[CH:4]=[C:5]([C:9]2[C:17]3[C:12](=[CH:13][CH:14]=[CH:15][CH:16]=3)[NH:11][C:10]=2[C:18]([NH:24][NH2:25])=[O:20])[CH:6]=[CH:7][CH:8]=1)#[N:2]. The catalyst class is: 8. (5) Reactant: Cl[C:2]([O:4][C:5]1[CH:10]=[CH:9][CH:8]=[CH:7][CH:6]=1)=[O:3].[NH2:11][C:12]1[CH:19]=[C:18]([O:20][CH:21]([CH3:23])[CH3:22])[C:15]([C:16]#[N:17])=[CH:14][N:13]=1.N1C=CC=CC=1. Product: [C:16]([C:15]1[C:18]([O:20][CH:21]([CH3:23])[CH3:22])=[CH:19][C:12]([NH:11][C:2](=[O:3])[O:4][C:5]2[CH:10]=[CH:9][CH:8]=[CH:7][CH:6]=2)=[N:13][CH:14]=1)#[N:17]. The catalyst class is: 1. (6) Reactant: [OH:1][C:2]1([CH2:8][N:9]2[CH2:14][CH2:13][CH:12]([CH2:15][NH:16]C(=O)OC(C)(C)C)[CH2:11][CH2:10]2)[CH2:7][CH2:6][O:5][CH2:4][CH2:3]1.O1CCOCC1.Cl. Product: [NH2:16][CH2:15][CH:12]1[CH2:13][CH2:14][N:9]([CH2:8][C:2]2([OH:1])[CH2:7][CH2:6][O:5][CH2:4][CH2:3]2)[CH2:10][CH2:11]1. The catalyst class is: 5. (7) Reactant: F[C:2]1[CH:7]=[CH:6][C:5]([C:8]2[O:12][N:11]=[C:10]([C:13]3[CH:18]=[CH:17][C:16]([S:19]([NH2:22])(=[O:21])=[O:20])=[CH:15][CH:14]=3)[CH:9]=2)=[CH:4][C:3]=1[C:23]([F:26])([F:25])[F:24].[H-].[Na+].[F:29][C:30]([F:34])([F:33])[CH2:31][OH:32]. Product: [F:29][C:30]([F:34])([F:33])[CH2:31][O:32][C:2]1[CH:7]=[CH:6][C:5]([C:8]2[O:12][N:11]=[C:10]([C:13]3[CH:14]=[CH:15][C:16]([S:19]([NH2:22])(=[O:20])=[O:21])=[CH:17][CH:18]=3)[CH:9]=2)=[CH:4][C:3]=1[C:23]([F:24])([F:25])[F:26]. The catalyst class is: 3. (8) Reactant: C(Cl)(=O)C(Cl)=O.[CH3:7][O:8][C:9]([C:11]1[CH:12]=[C:13]([CH:17]=[CH:18][C:19]=1[O:20][CH2:21][C:22]1[CH:27]=[CH:26][CH:25]=[CH:24][CH:23]=1)[C:14](O)=[O:15])=[O:10].[CH3:28][NH:29][CH3:30].O. Product: [CH3:28][N:29]([CH3:30])[C:14]([C:13]1[CH:17]=[CH:18][C:19]([O:20][CH2:21][C:22]2[CH:27]=[CH:26][CH:25]=[CH:24][CH:23]=2)=[C:11]([CH:12]=1)[C:9]([O:8][CH3:7])=[O:10])=[O:15]. The catalyst class is: 120. (9) Reactant: [N:1]1[CH:6]=[CH:5][C:4]([CH2:7][NH:8][C:9]2[CH:17]=[CH:16][CH:15]=[CH:14][C:10]=2[C:11]([OH:13])=O)=[CH:3][CH:2]=1.[NH2:18][C:19]1[CH:20]=[C:21]2[C:25](=[CH:26][C:27]=1[Cl:28])[NH:24][N:23]=[CH:22]2.CN1CCOCC1.F[P-](F)(F)(F)(F)F.N1(OC(N(C)C)=[N+](C)C)C2N=CC=CC=2N=N1. Product: [Cl:28][C:27]1[CH:26]=[C:25]2[C:21]([CH:22]=[N:23][NH:24]2)=[CH:20][C:19]=1[NH:18][C:11](=[O:13])[C:10]1[CH:14]=[CH:15][CH:16]=[CH:17][C:9]=1[NH:8][CH2:7][C:4]1[CH:3]=[CH:2][N:1]=[CH:6][CH:5]=1. The catalyst class is: 35.